This data is from Forward reaction prediction with 1.9M reactions from USPTO patents (1976-2016). The task is: Predict the product of the given reaction. The product is: [CH3:28][N:29]([CH3:33])[C:30]([C:2]1[CH:3]=[C:4]([C:23]([OH:25])=[O:24])[C:5]2[O:9][C:8]([C:16]3[CH:21]=[CH:20][CH:19]=[CH:18][CH:17]=3)([C:10]3[CH:15]=[CH:14][CH:13]=[CH:12][CH:11]=3)[O:7][C:6]=2[CH:22]=1)=[O:31]. Given the reactants Br[C:2]1[CH:3]=[C:4]([C:23]([OH:25])=[O:24])[C:5]2[O:9][C:8]([C:16]3[CH:21]=[CH:20][CH:19]=[CH:18][CH:17]=3)([C:10]3[CH:15]=[CH:14][CH:13]=[CH:12][CH:11]=3)[O:7][C:6]=2[CH:22]=1.[H-].[Li+].[CH3:28][N:29]([CH3:33])[C:30](Cl)=[O:31], predict the reaction product.